Dataset: Reaction yield outcomes from USPTO patents with 853,638 reactions. Task: Predict the reaction yield, written as a fraction of the theoretical maximum amount of product (1.0 means a 100% yield; for example, 0.34 means a 34% yield). (1) The reactants are [C:1]1([C@@H:7]([NH:9][C@H:10]2[C@@H:15]([C:16](OCC)=[O:17])[CH2:14][CH2:13][N:12]([C:21]([O:23][C:24]([CH3:27])([CH3:26])[CH3:25])=[O:22])[CH2:11]2)[CH3:8])[CH:6]=[CH:5][CH:4]=[CH:3][CH:2]=1.[H-].[Al+3].[Li+].[H-].[H-].[H-].N. The catalyst is O1CCCC1. The product is [OH:17][CH2:16][C@@H:15]1[CH2:14][CH2:13][N:12]([C:21]([O:23][C:24]([CH3:27])([CH3:26])[CH3:25])=[O:22])[CH2:11][C@@H:10]1[NH:9][C@H:7]([C:1]1[CH:2]=[CH:3][CH:4]=[CH:5][CH:6]=1)[CH3:8]. The yield is 0.280. (2) The reactants are [CH3:1][O-].[Na+].Cl[CH2:5][CH2:6][CH2:7][C:8]([NH:10][C:11]1[CH:16]=[C:15]([O:17][C:18]2[C:19]([NH2:25])=[N:20][C:21](N)=[N:22][CH:23]=2)[C:14]([CH:26]([CH3:28])[CH3:27])=[CH:13][C:12]=1[O:29][CH3:30])=[O:9]. The catalyst is CO. The product is [NH2:25][C:19]1[C:18]([O:17][C:15]2[C:14]([CH:26]([CH3:28])[CH3:27])=[CH:13][C:12]([O:29][CH3:30])=[C:11]([N:10]3[CH2:5][CH2:6][CH2:7][C:8]3=[O:9])[CH:16]=2)=[CH:23][N:22]=[C:21]([CH3:1])[N:20]=1. The yield is 0.470.